This data is from Full USPTO retrosynthesis dataset with 1.9M reactions from patents (1976-2016). The task is: Predict the reactants needed to synthesize the given product. (1) Given the product [N:17]1([CH2:23][CH2:24][CH2:25][C:26]2[C:27]3[CH2:37][CH2:36][CH2:35][CH2:34][CH2:33][C:28]=3[NH:29][C:30]=2/[CH:31]=[C:10]2\[C:11](=[O:16])[NH:12][C:13]3[C:9]\2=[CH:8][C:7]([C:1]2[CH:2]=[CH:3][CH:4]=[CH:5][CH:6]=2)=[CH:15][CH:14]=3)[CH2:22][CH2:21][O:20][CH2:19][CH2:18]1, predict the reactants needed to synthesize it. The reactants are: [C:1]1([C:7]2[CH:8]=[C:9]3[C:13](=[CH:14][CH:15]=2)[NH:12][C:11](=[O:16])[CH2:10]3)[CH:6]=[CH:5][CH:4]=[CH:3][CH:2]=1.[N:17]1([CH2:23][CH2:24][CH2:25][C:26]2[C:27]3[CH2:37][CH2:36][CH2:35][CH2:34][CH2:33][C:28]=3[NH:29][C:30]=2[CH:31]=O)[CH2:22][CH2:21][O:20][CH2:19][CH2:18]1.N1CCCCC1. (2) Given the product [CH3:1][CH:2]([CH3:29])[CH2:3][C@H:4]([C:13](=[O:28])[NH:14][C@@H:15]([CH2:20][CH2:21][C:22]1[CH:23]=[CH:24][CH:25]=[CH:26][CH:27]=1)[C:16]([NH:18][CH3:19])=[O:17])[CH2:5][C:6]([OH:8])=[O:7], predict the reactants needed to synthesize it. The reactants are: [CH3:1][CH:2]([CH3:29])[CH2:3][C@H:4]([C:13](=[O:28])[NH:14][C@@H:15]([CH2:20][CH2:21][C:22]1[CH:27]=[CH:26][CH:25]=[CH:24][CH:23]=1)[C:16]([NH:18][CH3:19])=[O:17])[CH2:5][C:6]([O:8]C(C)(C)C)=[O:7].C(O)(C(F)(F)F)=O. (3) Given the product [O:1]=[C:2]1[C:8]2[CH:9]=[CH:10][CH:11]=[CH:12][C:7]=2[O:6][CH2:5][C@@H:4]2[CH2:13][CH2:14][C@H:15]([C:17]([Cl:22])=[O:19])[CH2:16][N:3]12, predict the reactants needed to synthesize it. The reactants are: [O:1]=[C:2]1[C:8]2[CH:9]=[CH:10][CH:11]=[CH:12][C:7]=2[O:6][CH2:5][C@@H:4]2[CH2:13][CH2:14][C@H:15]([C:17]([OH:19])=O)[CH2:16][N:3]12.S(Cl)([Cl:22])=O.